This data is from Reaction yield outcomes from USPTO patents with 853,638 reactions. The task is: Predict the reaction yield, written as a fraction of the theoretical maximum amount of product (1.0 means a 100% yield; for example, 0.34 means a 34% yield). (1) The reactants are [O:1]=[C:2]1[NH:8][C:7]2[CH:9]=[CH:10][CH:11]=[CH:12][C:6]=2[C:5]([C:13]2[CH:18]=[CH:17][CH:16]=[CH:15][CH:14]=2)=[N:4][CH:3]1[NH:19][C:20](=[O:29])[O:21][CH2:22][C:23]1[CH:28]=[CH:27][CH:26]=[CH:25][CH:24]=1.I[C:31]1[CH:36]=[CH:35][CH:34]=[CH:33][N:32]=1.C([O-])([O-])=O.[Cs+].[Cs+].N[C@@H]1CCCC[C@H]1N. The product is [O:1]=[C:2]1[N:8]([C:31]2[CH:36]=[CH:35][CH:34]=[CH:33][N:32]=2)[C:7]2[CH:9]=[CH:10][CH:11]=[CH:12][C:6]=2[C:5]([C:13]2[CH:18]=[CH:17][CH:16]=[CH:15][CH:14]=2)=[N:4][CH:3]1[NH:19][C:20](=[O:29])[O:21][CH2:22][C:23]1[CH:24]=[CH:25][CH:26]=[CH:27][CH:28]=1. The yield is 0.610. The catalyst is O1CCOCC1.CCOC(C)=O.P([O-])([O-])([O-])=O.C([O-])(O)=O.[Na+]. (2) The reactants are [C:1]1([C:7]([C:14]2[CH:19]=[CH:18][C:17]([C:20]([F:23])([F:22])[F:21])=[CH:16][CH:15]=2)=[C:8]2[CH2:13][CH2:12][CH2:11][NH:10][CH2:9]2)[CH:6]=[CH:5][CH:4]=[CH:3][CH:2]=1.[H][H].CCCCC. The catalyst is CO.[Pd]. The product is [C:1]1([CH:7]([C:14]2[CH:15]=[CH:16][C:17]([C:20]([F:23])([F:21])[F:22])=[CH:18][CH:19]=2)[CH:8]2[CH2:13][CH2:12][CH2:11][NH:10][CH2:9]2)[CH:2]=[CH:3][CH:4]=[CH:5][CH:6]=1. The yield is 0.980. (3) The yield is 0.170. The reactants are [CH2:1]1[CH:5]2[CH2:6][CH:7]([NH2:8])[CH:3]([CH2:4]2)[CH2:2]1.[OH-].[Na+].Cl[CH2:12][CH:13]([OH:19])[CH2:14][S:15]([OH:18])(=[O:17])=[O:16].[Na]. The product is [CH:3]12[CH2:4][CH:5]([CH2:1][CH2:2]1)[CH2:6][CH:7]2[NH:8][CH2:12][CH:13]([OH:19])[CH2:14][S:15]([OH:18])(=[O:17])=[O:16]. The catalyst is O1CCOCC1.O. (4) The reactants are [CH2:1]([O:3][C:4](=[O:16])[CH2:5][NH:6][C:7]1[CH:12]=[CH:11][C:10]([C:13](=[NH:15])[NH2:14])=[CH:9][CH:8]=1)[CH3:2].O.[CH2:18]([O:24][C:25](Cl)=[O:26])[CH2:19][CH2:20][CH2:21][CH2:22][CH3:23].ClCCl. The catalyst is C1COCC1.CCCCCC. The product is [CH2:1]([O:3][C:4](=[O:16])[CH2:5][NH:6][C:7]1[CH:12]=[CH:11][C:10]([C:13](=[NH:14])[NH:15][C:25]([O:24][CH2:18][CH2:19][CH2:20][CH2:21][CH2:22][CH3:23])=[O:26])=[CH:9][CH:8]=1)[CH3:2]. The yield is 0.631. (5) The reactants are [CH3:1][CH:2]1[CH2:6][C:5]2[C:7]([CH3:27])=[C:8]([N:13]3[CH2:18][CH2:17][N:16]([C:19]4[CH:26]=[CH:25][C:22]([C:23]#[N:24])=[CH:21][CH:20]=4)[CH2:15][CH2:14]3)[C:9]([CH3:12])=[C:10]([CH3:11])[C:4]=2[O:3]1.[OH-:28].[K+].O. The catalyst is C(O)(C)(C)C. The product is [CH3:1][CH:2]1[CH2:6][C:5]2[C:7]([CH3:27])=[C:8]([N:13]3[CH2:18][CH2:17][N:16]([C:19]4[CH:20]=[CH:21][C:22]([C:23]([NH2:24])=[O:28])=[CH:25][CH:26]=4)[CH2:15][CH2:14]3)[C:9]([CH3:12])=[C:10]([CH3:11])[C:4]=2[O:3]1. The yield is 0.480.